From a dataset of Reaction yield outcomes from USPTO patents with 853,638 reactions. Predict the reaction yield, written as a fraction of the theoretical maximum amount of product (1.0 means a 100% yield; for example, 0.34 means a 34% yield). The reactants are Cl[C:2]1[N:6]([CH2:7][CH3:8])[N:5]=[CH:4][C:3]=1[N+:9]([O-:11])=[O:10].[F:12][C:13]([F:25])([F:24])[C:14]([NH:16][CH:17]1[CH2:23][CH2:22][CH2:21][NH:20][CH2:19][CH2:18]1)=[O:15]. No catalyst specified. The product is [CH2:7]([N:6]1[C:2]([N:20]2[CH2:21][CH2:22][CH2:23][CH:17]([NH:16][C:14](=[O:15])[C:13]([F:24])([F:12])[F:25])[CH2:18][CH2:19]2)=[C:3]([N+:9]([O-:11])=[O:10])[CH:4]=[N:5]1)[CH3:8]. The yield is 0.550.